This data is from Retrosynthesis with 50K atom-mapped reactions and 10 reaction types from USPTO. The task is: Predict the reactants needed to synthesize the given product. (1) Given the product CNc1nc(-c2ccc(Cl)cc2)c(-c2ccc(Cl)cc2)c2n[nH]c(=O)n12, predict the reactants needed to synthesize it. The reactants are: CN.O=c1[nH]nc2c(-c3ccc(Cl)cc3)c(-c3ccc(Cl)cc3)nc(Cl)n12. (2) Given the product CC(C)(C)OC(=O)N1CCC(C(=O)c2cc(-c3ccc4cn(Cc5ccccc5)nc4c3)c3c(N)ncnn23)C1, predict the reactants needed to synthesize it. The reactants are: CC(C)(C)OC(=O)N1CCC(C(=O)c2cc(Br)c3c(N)ncnn23)C1.CC1(C)OB(c2ccc3cn(Cc4ccccc4)nc3c2)OC1(C)C.